This data is from Reaction yield outcomes from USPTO patents with 853,638 reactions. The task is: Predict the reaction yield, written as a fraction of the theoretical maximum amount of product (1.0 means a 100% yield; for example, 0.34 means a 34% yield). The reactants are C([O:8][C:9]1[CH:10]=[CH:11][C:12]([C:25]2[C:26]([N:45]([CH3:50])[S:46]([CH3:49])(=[O:48])=[O:47])=[CH:27][C:28]3[O:32][C:31]([C:33]4[CH:38]=[CH:37][C:36]([F:39])=[CH:35][CH:34]=4)=[C:30]([C:40]([NH:42][CH3:43])=[O:41])[C:29]=3[CH:44]=2)=[N:13][C:14]=1[C:15]1[NH:24][C:18]2=[CH:19][N:20]=[CH:21][C:22]([F:23])=[C:17]2[CH:16]=1)C1C=CC=CC=1. The catalyst is C1COCC1.[Pd]. The product is [F:23][C:22]1[CH:21]=[N:20][CH:19]=[C:18]2[NH:24][C:15]([C:14]3[N:13]=[C:12]([C:25]4[C:26]([N:45]([CH3:50])[S:46]([CH3:49])(=[O:47])=[O:48])=[CH:27][C:28]5[O:32][C:31]([C:33]6[CH:38]=[CH:37][C:36]([F:39])=[CH:35][CH:34]=6)=[C:30]([C:40]([NH:42][CH3:43])=[O:41])[C:29]=5[CH:44]=4)[CH:11]=[CH:10][C:9]=3[OH:8])=[CH:16][C:17]=12. The yield is 0.920.